From a dataset of Forward reaction prediction with 1.9M reactions from USPTO patents (1976-2016). Predict the product of the given reaction. (1) The product is: [NH2:1][C:2]1[CH:7]=[C:6]([CH2:8][N:9]2[CH2:10][CH2:11][N:12]([C:15]([O:17][C:18]([CH3:20])([CH3:19])[CH3:21])=[O:16])[CH2:13][CH2:14]2)[C:5]([Cl:22])=[CH:4][C:3]=1[C:23]([OH:25])=[O:24]. Given the reactants [NH2:1][C:2]1[C:3]([C:23]([O:25]CC)=[O:24])=[CH:4][C:5]([Cl:22])=[C:6]([CH2:8][N:9]2[CH2:14][CH2:13][N:12]([C:15]([O:17][C:18]([CH3:21])([CH3:20])[CH3:19])=[O:16])[CH2:11][CH2:10]2)[CH:7]=1.NC1C(Br)=CC(C(F)(F)F)=CC=1C(O)=O, predict the reaction product. (2) Given the reactants [O:1]1[C:5]2[CH:6]=[CH:7][CH:8]=[CH:9][C:4]=2[N:3]=[C:2]1[NH:10][CH2:11][CH2:12][NH:13]C(=O)OC(C)(C)C.Cl, predict the reaction product. The product is: [O:1]1[C:5]2[CH:6]=[CH:7][CH:8]=[CH:9][C:4]=2[N:3]=[C:2]1[NH:10][CH2:11][CH2:12][NH2:13]. (3) Given the reactants [NH2:1][CH:2]1[CH2:7][CH2:6][N:5]([CH2:8][CH2:9][N:10]2[C:19]3[C:14](=[CH:15][CH:16]=[C:17]([O:20][CH3:21])[CH:18]=3)[CH:13]=[CH:12][C:11]2=[O:22])[CH2:4][CH2:3]1.[O:23]=[C:24]1[CH2:29][O:28][C:27]2[CH:30]=[CH:31][C:32]([CH:34]=O)=[N:33][C:26]=2[NH:25]1.C([BH3-])#N.[Na+].[Cl:40][CH:41]([Cl:43])C.CO, predict the reaction product. The product is: [Cl:40][CH2:41][Cl:43].[CH3:17][OH:20].[NH3:1].[NH3:25].[CH3:21][O:20][C:17]1[CH:18]=[C:19]2[C:14]([CH:13]=[CH:12][C:11](=[O:22])[N:10]2[CH2:9][CH2:8][N:5]2[CH2:6][CH2:7][CH:2]([NH:1][CH2:34][C:32]3[CH:31]=[CH:30][C:27]4[O:28][CH2:29][C:24](=[O:23])[NH:25][C:26]=4[N:33]=3)[CH2:3][CH2:4]2)=[CH:15][CH:16]=1.